From a dataset of Full USPTO retrosynthesis dataset with 1.9M reactions from patents (1976-2016). Predict the reactants needed to synthesize the given product. (1) The reactants are: N#N.[C:3]([CH2:6][CH2:7][CH2:8][CH2:9][C:10]([OH:12])=[O:11])(=[O:5])[CH3:4].OS(O)(=O)=O.[C:18]([O-])([O-])=O.[Na+].[Na+]. Given the product [CH3:18][O:11][C:10](=[O:12])[CH2:9][CH2:8][CH2:7][CH2:6][C:3](=[O:5])[CH3:4], predict the reactants needed to synthesize it. (2) Given the product [F:20][C:21]1[CH:28]=[C:27]([C:2]2[CH:3]=[C:4]([N:9]3[C:17]4[CH:16]=[CH:15][N:14]([CH3:18])[C:13](=[O:19])[C:12]=4[N:11]=[CH:10]3)[CH:5]=[CH:6][C:7]=2[F:8])[C:24]([C:25]#[N:26])=[CH:23][CH:22]=1, predict the reactants needed to synthesize it. The reactants are: Br[C:2]1[CH:3]=[C:4]([N:9]2[C:17]3[CH:16]=[CH:15][N:14]([CH3:18])[C:13](=[O:19])[C:12]=3[N:11]=[CH:10]2)[CH:5]=[CH:6][C:7]=1[F:8].[F:20][C:21]1[CH:28]=[CH:27][C:24]([C:25]#[N:26])=[C:23](B2OC(C)(C)C(C)(C)O2)[CH:22]=1.P([O-])([O-])([O-])=O.[K+].[K+].[K+].C(P(C(C)(C)C)C(C)(C)C)(C)(C)C. (3) Given the product [F:37][CH:2]([F:1])[O:3][C:4]1[CH:5]=[C:6]2[C:10](=[CH:11][CH:12]=1)[N:9]([CH3:13])[N:8]=[C:7]2[C:14]1[N:15]=[C:16]2[C:22]([C:23]([NH:25][CH:26]([CH3:27])[CH3:28])=[O:24])=[CH:21][NH:20][C:17]2=[N:18][CH:19]=1, predict the reactants needed to synthesize it. The reactants are: [F:1][CH:2]([F:37])[O:3][C:4]1[CH:5]=[C:6]2[C:10](=[CH:11][CH:12]=1)[N:9]([CH3:13])[N:8]=[C:7]2[C:14]1[N:15]=[C:16]2[C:22]([C:23]([NH:25][CH:26]([CH3:28])[CH3:27])=[O:24])=[CH:21][N:20](COCC[Si](C)(C)C)[C:17]2=[N:18][CH:19]=1.C(O)(C(F)(F)F)=O.